Dataset: Catalyst prediction with 721,799 reactions and 888 catalyst types from USPTO. Task: Predict which catalyst facilitates the given reaction. (1) Reactant: [C:1]([C:4]1[C:13](=[O:14])[C:12]2[C:7](=[CH:8][CH:9]=[C:10]([C:15]([O:17][CH2:18][CH3:19])=[O:16])[CH:11]=2)[NH:6][CH:5]=1)(=[O:3])[CH3:2].[C:20](=O)([O-])[O-].[K+].[K+].CI. Product: [C:1]([C:4]1[C:13](=[O:14])[C:12]2[C:7](=[CH:8][CH:9]=[C:10]([C:15]([O:17][CH2:18][CH3:19])=[O:16])[CH:11]=2)[N:6]([CH3:20])[CH:5]=1)(=[O:3])[CH3:2]. The catalyst class is: 9. (2) Reactant: [N:1]1[CH:6]=[CH:5][CH:4]=[CH:3][C:2]=1[C:7]1[N:11]=[C:10]([C:12]2[CH:13]=[N:14][CH:15]=[C:16](Br)[CH:17]=2)[O:9][N:8]=1.[C:19]1(B(O)O)[CH:24]=[CH:23][CH:22]=[CH:21][CH:20]=1.C(=O)([O-])[O-].[Na+].[Na+]. Product: [N:1]1[CH:6]=[CH:5][CH:4]=[CH:3][C:2]=1[C:7]1[N:11]=[C:10]([C:12]2[CH:13]=[N:14][CH:15]=[C:16]([C:19]3[CH:24]=[CH:23][CH:22]=[CH:21][CH:20]=3)[CH:17]=2)[O:9][N:8]=1. The catalyst class is: 276. (3) Reactant: C[O:2][C:3](=O)[CH2:4][CH2:5][CH2:6][CH2:7][CH2:8][CH2:9][CH2:10][NH:11][C:12]([NH:14][C:15](=[O:22])[C:16]1[CH:21]=[CH:20][CH:19]=[CH:18][CH:17]=1)=[O:13].[NH2:24][OH:25].Cl.C[O-].[Na+].FC(F)(F)C(O)=O. Product: [OH:25][NH:24][C:3](=[O:2])[CH2:4][CH2:5][CH2:6][CH2:7][CH2:8][CH2:9][CH2:10][NH:11][C:12]([NH:14][C:15](=[O:22])[C:16]1[CH:21]=[CH:20][CH:19]=[CH:18][CH:17]=1)=[O:13]. The catalyst class is: 5.